Dataset: Catalyst prediction with 721,799 reactions and 888 catalyst types from USPTO. Task: Predict which catalyst facilitates the given reaction. (1) Reactant: [Br:1][C:2]1[CH:10]=[C:9]2[C:5]([C:6]([CH3:38])=[CH:7][N:8]2[S:11]([C:14]2[C:23]3[C:18](=[CH:19][CH:20]=[CH:21][CH:22]=3)[C:17]([O:24][CH3:25])=[C:16]([N:26]3[CH2:31][CH2:30][N:29](C(=O)C(Cl)(Cl)Cl)[CH2:28][CH2:27]3)[CH:15]=2)(=[O:13])=[O:12])=[CH:4][CH:3]=1.[OH-].[K+]. Product: [Br:1][C:2]1[CH:10]=[C:9]2[C:5]([C:6]([CH3:38])=[CH:7][N:8]2[S:11]([C:14]2[C:23]3[C:18](=[CH:19][CH:20]=[CH:21][CH:22]=3)[C:17]([O:24][CH3:25])=[C:16]([N:26]3[CH2:27][CH2:28][NH:29][CH2:30][CH2:31]3)[CH:15]=2)(=[O:13])=[O:12])=[CH:4][CH:3]=1. The catalyst class is: 1. (2) The catalyst class is: 31. Reactant: [Br:1][C:2]1[CH:12]=[N:11][C:5]2[NH:6][C:7](=[O:10])[O:8][CH2:9][C:4]=2[CH:3]=1.[H-].[Na+].I[CH3:16]. Product: [Br:1][C:2]1[CH:12]=[N:11][C:5]2[N:6]([CH3:16])[C:7](=[O:10])[O:8][CH2:9][C:4]=2[CH:3]=1. (3) Reactant: [NH2:1][C:2]1[C:7]([C:8]([O:10][CH2:11][CH3:12])=[O:9])=[C:6]([CH3:13])[N:5]=[C:4]2[S:14][C:15]([Br:17])=[CH:16][C:3]=12.CC(C)([O-])C.[Na+].[C:24]1([S:30](Cl)(=[O:32])=[O:31])[CH:29]=[CH:28][CH:27]=[CH:26][CH:25]=1. Product: [Br:17][C:15]1[S:14][C:4]2=[N:5][C:6]([CH3:13])=[C:7]([C:8]([O:10][CH2:11][CH3:12])=[O:9])[C:2]([NH:1][S:30]([C:24]3[CH:29]=[CH:28][CH:27]=[CH:26][CH:25]=3)(=[O:32])=[O:31])=[C:3]2[CH:16]=1. The catalyst class is: 118. (4) Reactant: [C:1]([O:4][C@H:5]1[O:27][C@@H:26]([CH2:28][O:29][C:30](=[O:37])[C:31]2[CH:36]=[CH:35][CH:34]=[CH:33][CH:32]=2)[C@H:16]([O:17][C:18](=[O:25])[C:19]2[CH:24]=[CH:23][CH:22]=[CH:21][CH:20]=2)[C@@H:6]1[O:7]C(=O)C1C=CC=CC=1)(=[O:3])C.Br.O. Product: [C:1]([O:4][C@@H:5]1[O:27][C@@H:26]([CH2:28][O:29][C:30](=[O:37])[C:31]2[CH:32]=[CH:33][CH:34]=[CH:35][CH:36]=2)[C@H:16]([O:17][C:18](=[O:25])[C:19]2[CH:24]=[CH:23][CH:22]=[CH:21][CH:20]=2)[C@@H:6]1[OH:7])(=[O:3])[C:19]1[CH:24]=[CH:23][CH:22]=[CH:21][CH:20]=1. The catalyst class is: 2. (5) Reactant: [Cl:1][C:2]1[C:3]([NH:16][CH:17]2[CH2:31][CH:20]3[CH2:21][N:22](C(OC(C)(C)C)=O)[CH2:23][CH:19]3[CH2:18]2)=[N:4][C:5]([NH:8][C:9]2[CH:13]=[C:12]([CH3:14])[N:11]([CH3:15])[N:10]=2)=[N:6][CH:7]=1.Cl.CCOC(C)=O. Product: [Cl:1][C:2]1[C:3]([NH:16][CH:17]2[CH2:31][CH:20]3[CH2:21][NH:22][CH2:23][CH:19]3[CH2:18]2)=[N:4][C:5]([NH:8][C:9]2[CH:13]=[C:12]([CH3:14])[N:11]([CH3:15])[N:10]=2)=[N:6][CH:7]=1. The catalyst class is: 2.